This data is from Full USPTO retrosynthesis dataset with 1.9M reactions from patents (1976-2016). The task is: Predict the reactants needed to synthesize the given product. Given the product [NH4+:1].[OH-:11].[NH2:1][C:2]1[N:7]=[C:6]([N:8]2[C@H:13]([CH3:14])[CH2:12][O:11][C@H:10]([C:15]([NH:17][C:18]3[CH:23]=[CH:22][CH:21]=[CH:20][CH:19]=3)=[O:16])[CH2:9]2)[CH:5]=[C:4]([C:24]2[CH:25]=[C:26]3[C:27]([C:30]([NH2:31])=[N:34][NH:35]3)=[CH:28][CH:29]=2)[N:3]=1, predict the reactants needed to synthesize it. The reactants are: [NH2:1][C:2]1[N:7]=[C:6]([N:8]2[C@H:13]([CH3:14])[CH2:12][O:11][C@H:10]([C:15]([NH:17][C:18]3[CH:23]=[CH:22][CH:21]=[CH:20][CH:19]=3)=[O:16])[CH2:9]2)[CH:5]=[C:4]([C:24]2[CH:29]=[CH:28][C:27]([C:30]#[N:31])=[C:26](F)[CH:25]=2)[N:3]=1.O.[NH2:34][NH2:35].